From a dataset of Catalyst prediction with 721,799 reactions and 888 catalyst types from USPTO. Predict which catalyst facilitates the given reaction. (1) Reactant: [C:1]([O:5][C:6]([N:8]1[CH2:11][C:10]([O:13][C:14]2[CH:15]=[C:16]3[C:25](=[CH:26][C:27]=2[C:28]([CH3:30])=[CH2:29])[O:24][CH2:23][C:22]2[N:17]3[CH:18]([CH3:32])[C:19](=[O:31])[NH:20][N:21]=2)([CH3:12])[CH2:9]1)=[O:7])([CH3:4])([CH3:3])[CH3:2]. Product: [C:1]([O:5][C:6]([N:8]1[CH2:9][C:10]([O:13][C:14]2[CH:15]=[C:16]3[C:25](=[CH:26][C:27]=2[CH:28]([CH3:29])[CH3:30])[O:24][CH2:23][C:22]2[N:17]3[CH:18]([CH3:32])[C:19](=[O:31])[NH:20][N:21]=2)([CH3:12])[CH2:11]1)=[O:7])([CH3:4])([CH3:2])[CH3:3]. The catalyst class is: 19. (2) Reactant: C([C@@H]1CN(C(OC(C)(C)C)=O)CCN1[C:21](=[O:42])[CH2:22][CH2:23][C:24]1[CH:41]=[CH:40][CH:39]=[CH:38][C:25]=1[O:26][C:27]1[CH:32]=[CH:31][CH:30]=[CH:29][C:28]=1[CH2:33][CH2:34][C:35]([OH:37])=O)C1C=CC=CC=1.[NH4+:43].[Cl-].CCN=C=N[CH2:50][CH2:51][CH2:52][N:53]([CH3:55])C.[CH:56]1[CH:57]=[CH:58][C:59]2N(O)N=N[C:60]=2[CH:61]=1.C[N:67]([CH:69]=O)C. Product: [CH2:50]([C@@H:51]1[CH2:52][NH:53][CH2:55][CH2:69][N:67]1[C:35](=[O:37])[CH2:34][CH2:33][C:28]1[CH:29]=[CH:30][CH:31]=[CH:32][C:27]=1[O:26][C:25]1[CH:38]=[CH:39][CH:40]=[CH:41][C:24]=1[CH2:23][CH2:22][C:21]([NH2:43])=[O:42])[C:61]1[CH:60]=[CH:59][CH:58]=[CH:57][CH:56]=1. The catalyst class is: 4. (3) Reactant: [Cl:1][C:2]1[CH:3]=[CH:4][C:5]([OH:11])=[C:6]([C:8](=O)[CH3:9])[CH:7]=1.C(=O)([O-])[O-].[K+].[K+].[I-].[Na+].Cl[CH2:21][C:22]([N:24]([O:26][CH3:27])[CH3:25])=[O:23].N12CCCN=C1CCCCC2.Cl. Product: [Cl:1][C:2]1[CH:3]=[CH:4][C:5]2[O:11][C:21]([C:22]([N:24]([O:26][CH3:27])[CH3:25])=[O:23])=[C:8]([CH3:9])[C:6]=2[CH:7]=1. The catalyst class is: 213. (4) Reactant: [Cl:1][C:2]1[CH:3]=[C:4]2[C:9](=[CH:10][CH:11]=1)[N:8]([C:12]([C@H:14]([NH:26][C:27]([N:29]1[CH2:35][CH2:34][CH2:33][NH:32][CH2:31][CH2:30]1)=[O:28])[C@H:15]([C:17]1[C:25]3[C:20](=[CH:21][CH:22]=[CH:23][CH:24]=3)[NH:19][CH:18]=1)[CH3:16])=[O:13])[CH2:7][C@@H:6]([CH2:36][N:37]([CH3:39])[CH3:38])[CH2:5]2.C(N(CC)CC)C.[C:47](Cl)(=[O:54])[C:48]1[CH:53]=[CH:52][CH:51]=[CH:50][CH:49]=1.C(=O)([O-])O.[Na+]. Product: [C:47]([N:32]1[CH2:33][CH2:34][CH2:35][N:29]([C:27]([NH:26][C@@H:14]([C:12]([N:8]2[C:9]3[C:4](=[CH:3][C:2]([Cl:1])=[CH:11][CH:10]=3)[CH2:5][C@H:6]([CH2:36][N:37]([CH3:39])[CH3:38])[CH2:7]2)=[O:13])[C@H:15]([C:17]2[C:25]3[C:20](=[CH:21][CH:22]=[CH:23][CH:24]=3)[NH:19][CH:18]=2)[CH3:16])=[O:28])[CH2:30][CH2:31]1)(=[O:54])[C:48]1[CH:53]=[CH:52][CH:51]=[CH:50][CH:49]=1. The catalyst class is: 7.